The task is: Predict the product of the given reaction.. This data is from Forward reaction prediction with 1.9M reactions from USPTO patents (1976-2016). (1) The product is: [F:3][C:4]([F:16])([F:15])[C:5]([N:7]1[CH2:13][CH2:12][C:11]2[S:19][C:18]([NH2:20])=[N:17][C:10]=2[CH2:9][CH2:8]1)=[O:6]. Given the reactants BrBr.[F:3][C:4]([F:16])([F:15])[C:5]([N:7]1[CH2:13][CH2:12][CH2:11][C:10](=O)[CH2:9][CH2:8]1)=[O:6].[NH2:17][C:18]([NH2:20])=[S:19], predict the reaction product. (2) The product is: [CH3:34][NH:35][C:2]1[CH:7]=[CH:6][C:5]([CH:8]2[CH2:13][C:12]([CH3:27])([S:14]([C:17]3[CH:22]=[CH:21][CH:20]=[C:19]([C:23]([F:25])([F:26])[F:24])[CH:18]=3)(=[O:16])=[O:15])[CH2:11][CH2:10][O:9]2)=[CH:4][N:3]=1. Given the reactants Br[C:2]1[CH:7]=[CH:6][C:5]([CH:8]2[CH2:13][C:12]([CH3:27])([S:14]([C:17]3[CH:22]=[CH:21][CH:20]=[C:19]([C:23]([F:26])([F:25])[F:24])[CH:18]=3)(=[O:16])=[O:15])[CH2:11][CH2:10][O:9]2)=[CH:4][N:3]=1.C([O-])([O-])=O.[K+].[K+].[CH3:34][NH2:35].CO, predict the reaction product. (3) Given the reactants [Si:1]([O:8][CH2:9][CH2:10][C@H:11]1[C:16]2[CH:17]=[CH:18][C:19]([NH:21][S:22]([CH2:25][CH2:26][CH2:27]Cl)(=[O:24])=[O:23])=[CH:20][C:15]=2[CH2:14][CH2:13][O:12]1)([C:4]([CH3:7])([CH3:6])[CH3:5])([CH3:3])[CH3:2].[H-].[Na+], predict the reaction product. The product is: [Si:1]([O:8][CH2:9][CH2:10][C@H:11]1[C:16]2[CH:17]=[CH:18][C:19]([N:21]3[CH2:27][CH2:26][CH2:25][S:22]3(=[O:24])=[O:23])=[CH:20][C:15]=2[CH2:14][CH2:13][O:12]1)([C:4]([CH3:7])([CH3:6])[CH3:5])([CH3:3])[CH3:2]. (4) The product is: [CH:23]1([N:27]2[CH2:33][CH2:32][C:31]3[CH:34]=[C:35]([O:38][CH:39]4[CH2:44][CH2:43][N:42]([C:7]([C:6]5[CH:5]=[CH:4][C:3]([C:1]#[N:2])=[CH:11][CH:10]=5)=[O:9])[CH2:41][CH2:40]4)[CH:36]=[CH:37][C:30]=3[CH2:29][CH2:28]2)[CH2:24][CH2:25][CH2:26]1. Given the reactants [C:1]([C:3]1[CH:11]=[CH:10][C:6]([C:7]([OH:9])=O)=[CH:5][CH:4]=1)#[N:2].O.ON1C2C=CC=CC=2N=N1.[CH:23]1([N:27]2[CH2:33][CH2:32][C:31]3[CH:34]=[C:35]([O:38][CH:39]4[CH2:44][CH2:43][NH:42][CH2:41][CH2:40]4)[CH:36]=[CH:37][C:30]=3[CH2:29][CH2:28]2)[CH2:26][CH2:25][CH2:24]1, predict the reaction product. (5) Given the reactants [C:1](/[CH:3]=[CH:4]/[S:5]([C:8]1[CH:13]=[CH:12][C:11]([C:14]([CH3:19])([CH3:18])[C:15]([OH:17])=O)=[CH:10][CH:9]=1)(=[O:7])=[O:6])#[N:2].[F:20][CH:21]([F:24])[CH2:22][NH2:23].Cl.CN(C)CCCN=C=NCC.ON1C2C=CC=CC=2N=N1.C(=O)(O)[O-].[Na+], predict the reaction product. The product is: [C:1](/[CH:3]=[CH:4]/[S:5]([C:8]1[CH:9]=[CH:10][C:11]([C:14]([CH3:19])([CH3:18])[C:15]([NH:23][CH2:22][CH:21]([F:24])[F:20])=[O:17])=[CH:12][CH:13]=1)(=[O:6])=[O:7])#[N:2]. (6) Given the reactants [F:1][C:2]1(F)[CH2:6][NH:5][C@@H:4]([C:7]([O:9][CH3:10])=[O:8])[CH2:3]1, predict the reaction product. The product is: [F:1][C:2]1[CH:3]=[C:4]([C:7]([O:9][CH3:10])=[O:8])[NH:5][CH:6]=1. (7) Given the reactants [F:1][C:2]1[C:3]([NH:20][C:21]2[CH:25]=[C:24]([O:26][CH:27]([CH3:29])[CH3:28])[NH:23][N:22]=2)=[N:4][C:5]([NH:10][C@H:11]([C:13]2[CH:18]=[CH:17][C:16]([F:19])=[CH:15][CH:14]=2)[CH3:12])=[C:6]([CH:9]=1)[C:7]#[N:8].[OH-:30].[K+].OO, predict the reaction product. The product is: [F:1][C:2]1[C:3]([NH:20][C:21]2[CH:25]=[C:24]([O:26][CH:27]([CH3:29])[CH3:28])[NH:23][N:22]=2)=[N:4][C:5]([NH:10][C@H:11]([C:13]2[CH:18]=[CH:17][C:16]([F:19])=[CH:15][CH:14]=2)[CH3:12])=[C:6]([CH:9]=1)[C:7]([NH2:8])=[O:30]. (8) Given the reactants Cl[C:2]1[N:7]=[C:6]2[NH:8][N:9]=[C:10]([S:11][CH3:12])[C:5]2=[C:4]([NH:13][CH:14]2[CH2:16][CH2:15]2)[N:3]=1.[O:17]1[CH2:22][CH2:21][N:20]([C:23]2[CH:29]=[CH:28][C:26]([NH2:27])=[CH:25][CH:24]=2)[CH2:19][CH2:18]1, predict the reaction product. The product is: [CH:14]1([NH:13][C:4]2[N:3]=[C:2]([NH:27][C:26]3[CH:25]=[CH:24][C:23]([N:20]4[CH2:21][CH2:22][O:17][CH2:18][CH2:19]4)=[CH:29][CH:28]=3)[N:7]=[C:6]3[NH:8][N:9]=[C:10]([S:11][CH3:12])[C:5]=23)[CH2:16][CH2:15]1.